Task: Predict the reactants needed to synthesize the given product.. Dataset: Full USPTO retrosynthesis dataset with 1.9M reactions from patents (1976-2016) (1) Given the product [CH3:32][C:28]1[C:29]([CH3:31])=[CH:30][C:16]2[N:15]([CH2:14][C:13]([NH:12][CH2:11][CH2:10][CH2:9][P:4](=[O:3])([OH:8])[OH:5])=[O:33])[C:24]3[C:19]([C:20](=[O:26])[NH:21][C:22](=[O:25])[N:23]=3)=[N:18][C:17]=2[CH:27]=1, predict the reactants needed to synthesize it. The reactants are: C([O:3][P:4]([CH2:9][CH2:10][CH2:11][NH:12][C:13](=[O:33])[CH2:14][N:15]1[C:24]2[C:19]([C:20](=[O:26])[NH:21][C:22](=[O:25])[N:23]=2)=[N:18][C:17]2[CH:27]=[C:28]([CH3:32])[C:29]([CH3:31])=[CH:30][C:16]1=2)(=[O:8])[O:5]CC)C.C[Si](Br)(C)C. (2) Given the product [CH3:10][O:8][C:7]([C:6]1[CH:5]=[CH:4][O:3][C:2]=1[Br:1])=[O:9], predict the reactants needed to synthesize it. The reactants are: [Br:1][C:2]1[O:3][CH:4]=[CH:5][C:6]=1[C:7]([OH:9])=[O:8].[CH3:10]O. (3) Given the product [NH2:1][C:2]1[NH:3][C:4](=[O:22])[C:5]2[N:6]=[C:7]([I:21])[N:8]([C@H:11]3[C@@:12]([OH:13])([CH3:20])[C@H:14]([OH:15])[C@@H:16]([CH2:18][OH:19])[O:17]3)[C:9]=2[N:10]=1, predict the reactants needed to synthesize it. The reactants are: [NH2:1][C:2]1[N:10]=[C:9]2[C:5]([N:6]=[C:7]([I:21])[N:8]2[C@@H:11]2[O:17][C@H:16]([CH2:18][OH:19])[C@@H:14]([OH:15])[C@@:12]2([CH3:20])[OH:13])=[C:4]([O:22]C)[N:3]=1.C(N(CC)C(C)C)C.[Na+].[I-].C[Si](Cl)(C)C.C(N(CC)CC)C. (4) The reactants are: [N:1]1[CH:6]=[CH:5][CH:4]=[CH:3][C:2]=1[C:7]1[O:8][C:9]2[CH2:14][CH2:13][N:12]([C:15]3[CH:16]=[C:17]([CH:20]=C[CH:22]=3)[C:18]#[N:19])[CH2:11][C:10]=2[N:23]=1.BrC1C=[N:27]C=C(C=1)C#N. Given the product [N:1]1[CH:6]=[CH:5][CH:4]=[CH:3][C:2]=1[C:7]1[O:8][C:9]2[CH2:14][CH2:13][N:12]([C:15]3[CH:22]=[N:27][CH:20]=[C:17]([CH:16]=3)[C:18]#[N:19])[CH2:11][C:10]=2[N:23]=1, predict the reactants needed to synthesize it. (5) Given the product [Cl:1][C:2]1[CH:3]=[C:4]2[CH:10]=[CH:9][N:8]([C:11]3[N:15]([CH3:16])[N:14]=[C:13]([CH3:17])[C:12]=3/[CH:18]=[CH:19]/[C:20]([NH:56][S:53]([NH:52][CH2:51][CH:48]3[CH2:50][CH2:49]3)(=[O:55])=[O:54])=[O:21])[C:5]2=[N:6][CH:7]=1, predict the reactants needed to synthesize it. The reactants are: [Cl:1][C:2]1[CH:3]=[C:4]2[CH:10]=[CH:9][N:8]([C:11]3[N:15]([CH3:16])[N:14]=[C:13]([CH3:17])[C:12]=3/[CH:18]=[CH:19]/[C:20](O)=[O:21])[C:5]2=[N:6][CH:7]=1.CC1C=CC=C([N+]([O-])=O)C=1C(OC(=O)C1C([N+]([O-])=O)=CC=CC=1C)=O.[CH:48]1([CH2:51][NH:52][S:53]([NH2:56])(=[O:55])=[O:54])[CH2:50][CH2:49]1.C(N(CC)CC)C.